Predict which catalyst facilitates the given reaction. From a dataset of Catalyst prediction with 721,799 reactions and 888 catalyst types from USPTO. (1) Reactant: [C:1]([O:9][C:10]1[C:15]([C:16](=[O:18])[CH3:17])=[CH:14][CH:13]=[C:12]([NH:19]C(=O)C)[C:11]=1[N+:23]([O-:25])=[O:24])(=O)[C:2]1[CH:7]=[CH:6][CH:5]=[CH:4][CH:3]=1.[OH-].[K+].Cl. Product: [NH2:19][C:12]1[C:11]([N+:23]([O-:25])=[O:24])=[C:10]2[C:15]([C:16](=[O:18])[CH:17]=[C:1]([C:2]3[CH:3]=[CH:4][CH:5]=[CH:6][CH:7]=3)[O:9]2)=[CH:14][CH:13]=1. The catalyst class is: 17. (2) Reactant: [Cl:1][C:2]1[C:10]2[N:9]=[C:8]3[N:11]([C:15]4[CH:20]=[CH:19][C:18]([Cl:21])=[CH:17][C:16]=4[Cl:22])[CH2:12][CH2:13][CH2:14][N:7]3[C:6]=2[C:5]([CH2:23][OH:24])=[CH:4][CH:3]=1.C(N(CC)CC)C.CS(C)=O. Product: [Cl:1][C:2]1[CH:3]=[CH:4][C:5]([CH:23]=[O:24])=[C:6]2[C:10]=1[N:9]=[C:8]1[N:11]([C:15]3[CH:20]=[CH:19][C:18]([Cl:21])=[CH:17][C:16]=3[Cl:22])[CH2:12][CH2:13][CH2:14][N:7]21. The catalyst class is: 4.